Dataset: CYP2D6 inhibition data for predicting drug metabolism from PubChem BioAssay. Task: Regression/Classification. Given a drug SMILES string, predict its absorption, distribution, metabolism, or excretion properties. Task type varies by dataset: regression for continuous measurements (e.g., permeability, clearance, half-life) or binary classification for categorical outcomes (e.g., BBB penetration, CYP inhibition). Dataset: cyp2d6_veith. The drug is CC1(C)CC(=O)C/C(=N/NC(=O)CCCOc2ccc(Cl)cc2Cl)C1. The result is 0 (non-inhibitor).